From a dataset of Forward reaction prediction with 1.9M reactions from USPTO patents (1976-2016). Predict the product of the given reaction. The product is: [CH3:14][O:13][CH:3]([O:2][CH3:1])[C:4]1[CH:9]=[C:8]([O:10][CH3:15])[N:7]=[C:6]([O:11][CH3:12])[N:5]=1. Given the reactants [CH3:1][O:2][CH:3]([O:13][CH3:14])[C:4]1[N:5]=[C:6]([O:11][CH3:12])[NH:7][C:8](=[O:10])[CH:9]=1.[CH3:15]N(C=O)C.C[O-].[Na+], predict the reaction product.